Dataset: Full USPTO retrosynthesis dataset with 1.9M reactions from patents (1976-2016). Task: Predict the reactants needed to synthesize the given product. (1) Given the product [Cl:1][C:2]1[CH:10]=[C:9]2[C:5]([C:6]([C:11]([N:13]3[CH2:18][CH2:17][CH:16]([C:19]4[CH:24]=[CH:23][CH:22]=[CH:21][C:20]=4[O:25][CH3:26])[CH2:15][CH2:14]3)=[O:12])=[CH:7][N:8]2[CH2:28][C:29]([N:31]2[CH2:36][CH2:35][N:34]([CH3:37])[CH2:33][CH2:32]2)=[O:30])=[CH:4][CH:3]=1, predict the reactants needed to synthesize it. The reactants are: [Cl:1][C:2]1[CH:10]=[C:9]2[C:5]([C:6]([C:11]([N:13]3[CH2:18][CH2:17][CH:16]([C:19]4[CH:24]=[CH:23][CH:22]=[CH:21][C:20]=4[O:25][CH3:26])[CH2:15][CH2:14]3)=[O:12])=[CH:7][NH:8]2)=[CH:4][CH:3]=1.Cl[CH2:28][C:29]([N:31]1[CH2:36][CH2:35][N:34]([CH3:37])[CH2:33][CH2:32]1)=[O:30]. (2) Given the product [Cl:1][C:2]1[CH:3]=[CH:4][C:5]([C:8]2[S:31][C:11]3[C:12](=[O:30])[N:13]([CH2:16][C:17]4[CH:22]=[CH:21][CH:20]=[C:19]([O:23][CH:24]5[CH2:25][CH2:26][N:27]([CH3:34])[CH2:28][CH2:29]5)[N:18]=4)[N:14]=[CH:15][C:10]=3[CH:9]=2)=[CH:6][CH:7]=1, predict the reactants needed to synthesize it. The reactants are: [Cl:1][C:2]1[CH:7]=[CH:6][C:5]([C:8]2[S:31][C:11]3[C:12](=[O:30])[N:13]([CH2:16][C:17]4[CH:22]=[CH:21][CH:20]=[C:19]([O:23][CH:24]5[CH2:29][CH2:28][NH:27][CH2:26][CH2:25]5)[N:18]=4)[N:14]=[CH:15][C:10]=3[CH:9]=2)=[CH:4][CH:3]=1.C=O.[C:34](O)(=O)C. (3) Given the product [Br:1][C:2]1[CH:3]=[C:4]2[C:8](=[CH:9][CH:10]=1)[NH:7][C:6](=[O:11])[C:5]2=[N:14][NH:13][C:15]([C:17]1[CH:18]=[CH:19][C:20]([CH2:21][NH:22][C:23](=[O:33])[C:24]2[CH:29]=[CH:28][CH:27]=[C:26]([N+:30]([O-:32])=[O:31])[CH:25]=2)=[CH:34][CH:35]=1)=[O:16], predict the reactants needed to synthesize it. The reactants are: [Br:1][C:2]1[CH:3]=[C:4]2[C:8](=[CH:9][CH:10]=1)[NH:7][C:6](=[O:11])[C:5]2=O.[NH:13]([C:15]([C:17]1[CH:35]=[CH:34][C:20]([CH2:21][NH:22][C:23](=[O:33])[C:24]2[CH:29]=[CH:28][CH:27]=[C:26]([N+:30]([O-:32])=[O:31])[CH:25]=2)=[CH:19][CH:18]=1)=[O:16])[NH2:14]. (4) Given the product [NH2:8][C@H:9]([C:14]([OH:16])=[O:15])[CH2:10][C:11]([OH:13])=[O:12], predict the reactants needed to synthesize it. The reactants are: N[C@H](C([NH:8][C@H:9]([C:14]([OH:16])=[O:15])[CH2:10][C:11]([OH:13])=[O:12])=O)C(C)C.CN1C2C(=CC=CC=2)C(C)=C1C(O)=O.CCN=C=NCCCN(C)C. (5) Given the product [Cl:46][C:41]1[CH:42]=[C:43]([CH3:45])[CH:44]=[C:2]([Cl:1])[C:3]=1[O:4][CH2:5][CH2:6][O:7][C:8]1[CH:9]=[CH:10][C:11]([CH2:14][CH:15]([C:25]2[CH:30]=[CH:29][C:28]([C:2]3[CH:44]=[CH:43][CH:42]=[CH:41][C:3]=3[CH2:51][CH2:50][C:49]([N:48]([CH3:53])[CH3:47])=[O:52])=[CH:27][C:26]=2[CH3:40])[CH2:16][NH:17][C:18](=[O:24])[O:19][C:20]([CH3:22])([CH3:23])[CH3:21])=[CH:12][CH:13]=1, predict the reactants needed to synthesize it. The reactants are: [Cl:1][C:2]1[CH:44]=[C:43]([CH3:45])[CH:42]=[C:41]([Cl:46])[C:3]=1[O:4][CH2:5][CH2:6][O:7][C:8]1[CH:13]=[CH:12][C:11]([CH2:14][CH:15]([C:25]2[CH:30]=[CH:29][C:28](B3OC(C)(C)C(C)(C)O3)=[CH:27][C:26]=2[CH3:40])[CH2:16][NH:17][C:18](=[O:24])[O:19][C:20]([CH3:23])([CH3:22])[CH3:21])=[CH:10][CH:9]=1.[CH3:47][N:48]([CH3:53])[C:49](=[O:52])[CH2:50][CH3:51]. (6) Given the product [CH2:1]([N:5]([C:17]1[N:22]=[C:21]([N:23]([CH:28]2[CH2:33][C:32]([CH3:35])([CH3:34])[N:31]([O:36][C:45]3[CH:43]=[CH:46][CH:57]=[CH:56][CH:55]=3)[C:30]([CH3:37])([CH3:38])[CH2:29]2)[CH2:24][CH2:25][CH2:26][CH3:27])[N:20]=[C:19]([Cl:39])[N:18]=1)[CH:6]1[CH2:11][C:10]([CH3:12])([CH3:13])[N:9]([O:14][C:48]2[CH:53]=[CH:52][CH:51]=[CH:50][CH:49]=2)[C:8]([CH3:15])([CH3:16])[CH2:7]1)[CH2:2][CH2:3][CH3:4], predict the reactants needed to synthesize it. The reactants are: [CH2:1]([N:5]([C:17]1[N:22]=[C:21]([N:23]([CH:28]2[CH2:33][C:32]([CH3:35])([CH3:34])[N:31]([OH:36])[C:30]([CH3:38])([CH3:37])[CH2:29]2)[CH2:24][CH2:25][CH2:26][CH3:27])[N:20]=[C:19]([Cl:39])[N:18]=1)[CH:6]1[CH2:11][C:10]([CH3:13])([CH3:12])[N:9]([OH:14])[C:8]([CH3:16])([CH3:15])[CH2:7]1)[CH2:2][CH2:3][CH3:4].N(O[C:43]([CH3:46])([CH3:45])C)=O.N[C:48]1[CH:53]=[CH:52][CH:51]=[CH:50][CH:49]=1.N1C=C[CH:57]=[CH:56][CH:55]=1. (7) Given the product [C:15]([O:19][C:37](=[O:40])[NH:34][C:7]1[CH:6]=[CH:5][C:4]2[C:9](=[CH:10][CH:11]=[C:2]([Br:1])[CH:3]=2)[CH:8]=1)([CH3:18])([CH3:17])[CH3:16], predict the reactants needed to synthesize it. The reactants are: [Br:1][C:2]1[CH:3]=[C:4]2[C:9](=[CH:10][CH:11]=1)[CH:8]=[C:7](C(O)=O)[CH:6]=[CH:5]2.[C:15]([OH:19])([CH3:18])([CH3:17])[CH3:16].C1(P([N:34]=[N+]=[N-])(C2C=CC=CC=2)=O)C=CC=CC=1.[C:37]([O-:40])(O)=O.[Na+]. (8) Given the product [CH2:30]([S:36][CH2:37][C@H:38]1[CH2:39][NH:40][CH2:41][C@@H:42]1[OH:43])[CH2:31][CH2:32][CH2:33][CH2:34][CH3:35], predict the reactants needed to synthesize it. The reactants are: [H-].[Na+].O[C@@H]1[C@H](COS(C)(=O)=O)CN(C(OC(C)(C)C)=O)C1.C(S)CCCCC.Cl.[CH2:30]([S:36][CH2:37][C@@H:38]1[C@@H:42]([OH:43])[CH2:41][N:40](C(OC(C)(C)C)=O)[CH2:39]1)[CH2:31][CH2:32][CH2:33][CH2:34][CH3:35].